From a dataset of NCI-60 drug combinations with 297,098 pairs across 59 cell lines. Regression. Given two drug SMILES strings and cell line genomic features, predict the synergy score measuring deviation from expected non-interaction effect. Drug 1: C1CCC(C1)C(CC#N)N2C=C(C=N2)C3=C4C=CNC4=NC=N3. Drug 2: CC(C1=C(C=CC(=C1Cl)F)Cl)OC2=C(N=CC(=C2)C3=CN(N=C3)C4CCNCC4)N. Cell line: OVCAR-8. Synergy scores: CSS=5.72, Synergy_ZIP=3.02, Synergy_Bliss=4.09, Synergy_Loewe=-0.101, Synergy_HSA=2.09.